Predict the reaction yield, written as a fraction of the theoretical maximum amount of product (1.0 means a 100% yield; for example, 0.34 means a 34% yield). From a dataset of Reaction yield outcomes from USPTO patents with 853,638 reactions. (1) The yield is 0.960. The product is [CH2:17]([S:24][C:2]1[C:7]([N+:8]([O-:10])=[O:9])=[CH:6][CH:5]=[CH:4][N:3]=1)[C:18]1[CH:23]=[CH:22][CH:21]=[CH:20][CH:19]=1. The reactants are Cl[C:2]1[C:7]([N+:8]([O-:10])=[O:9])=[CH:6][CH:5]=[CH:4][N:3]=1.C([O-])([O-])=O.[Na+].[Na+].[CH2:17]([SH:24])[C:18]1[CH:23]=[CH:22][CH:21]=[CH:20][CH:19]=1. The catalyst is CCO. (2) The reactants are [C:1]([C:4]1[S:5][C:6](Br)=[CH:7][CH:8]=1)(=O)[CH3:2].[Br:10][C:11]1[S:15][C:14]([C:16]([CH2:18][C:19]#[N:20])=[O:17])=[CH:13][CH:12]=1.C1(=O)CCCCC1.N1CCOCC1.[S]. No catalyst specified. The product is [NH2:20][C:19]1[S:5][C:6]2[CH2:2][CH2:1][CH2:4][CH2:8][C:7]=2[C:18]=1[C:16]([C:14]1[S:15][C:11]([Br:10])=[CH:12][CH:13]=1)=[O:17]. The yield is 0.660. (3) The reactants are [CH3:1][C:2]1[O:6][N:5]=[C:4]([C:7]2[CH:12]=[CH:11][CH:10]=[CH:9][CH:8]=2)[C:3]=1[CH2:13][O:14][C:15]1[CH:23]=[CH:22][C:18]([C:19]([OH:21])=O)=[CH:17][N:16]=1.[NH2:24][C:25]1([C:28]#[N:29])[CH2:27][CH2:26]1. No catalyst specified. The product is [C:28]([C:25]1([NH:24][C:19](=[O:21])[C:18]2[CH:22]=[CH:23][C:15]([O:14][CH2:13][C:3]3[C:4]([C:7]4[CH:8]=[CH:9][CH:10]=[CH:11][CH:12]=4)=[N:5][O:6][C:2]=3[CH3:1])=[N:16][CH:17]=2)[CH2:27][CH2:26]1)#[N:29]. The yield is 0.510. (4) The product is [CH2:1]([C:3]1[CH:4]=[C:5]([C:20]2[CH:21]=[CH:22][C:17]([C:15](=[O:16])[CH3:14])=[CH:18][CH:19]=2)[CH:6]=[CH:7][C:8]=1[O:9][CH3:10])[CH3:2]. The reactants are [CH2:1]([C:3]1[CH:4]=[C:5](B(O)O)[CH:6]=[CH:7][C:8]=1[O:9][CH3:10])[CH3:2].[CH3:14][C:15]([C:17]1[CH:22]=[CH:21][C:20](Br)=[CH:19][CH:18]=1)=[O:16]. The catalyst is C1(C)C=CC=CC=1.CCO.C([O-])([O-])=O.[Na+].[Na+]. The yield is 0.880. (5) The reactants are [F:1][C:2]([F:20])([F:19])[CH2:3][NH:4][CH2:5][CH:6]1[CH2:11][CH2:10][N:9](C(OC(C)(C)C)=O)[CH2:8][CH2:7]1.[ClH:21].O1CCOCC1. The catalyst is C(Cl)Cl. The product is [ClH:21].[ClH:21].[F:20][C:2]([F:1])([F:19])[CH2:3][NH:4][CH2:5][CH:6]1[CH2:11][CH2:10][NH:9][CH2:8][CH2:7]1. The yield is 0.790. (6) The reactants are [Br:1][C:2]1[CH:7]=[CH:6][C:5]([C:8]2[N:9]=[C:10]([N:13]3[C@H:17]([CH2:18]O)[CH2:16][O:15][C:14]3=[O:20])[S:11][CH:12]=2)=[CH:4][CH:3]=1.C(N(S(F)(F)F)CC)C.C(Cl)[Cl:31]. No catalyst specified. The product is [Br:1][C:2]1[CH:7]=[CH:6][C:5]([C:8]2[N:9]=[C:10]([N:13]3[C@H:17]([CH2:18][Cl:31])[CH2:16][O:15][C:14]3=[O:20])[S:11][CH:12]=2)=[CH:4][CH:3]=1. The yield is 0.140. (7) The reactants are [N:1]1[CH:6]=[CH:5][CH:4]=[C:3]([C:7]2[CH:8]=[C:9]3[C:15]([C:16]4[N:21]=[C:20]([N:22]5[CH2:27][CH2:26][CH2:25][C@H:24]([NH:28]C(=O)OC(C)(C)C)[CH2:23]5)[C:19]([CH:36]=[CH2:37])=[CH:18][CH:17]=4)=[N:14][N:13](COCC[Si](C)(C)C)[C:10]3=[CH:11][N:12]=2)[CH:2]=1.FC(F)(F)S(O)(=O)=O.C([SiH](CC)CC)C. The catalyst is FC(F)(F)C(O)=O.C(Cl)Cl. The product is [N:1]1[CH:6]=[CH:5][CH:4]=[C:3]([C:7]2[CH:8]=[C:9]3[C:15]([C:16]4[N:21]=[C:20]([N:22]5[CH2:27][CH2:26][CH2:25][C@H:24]([NH2:28])[CH2:23]5)[C:19]([CH:36]=[CH2:37])=[CH:18][CH:17]=4)=[N:14][NH:13][C:10]3=[CH:11][N:12]=2)[CH:2]=1. The yield is 0.340.